This data is from Forward reaction prediction with 1.9M reactions from USPTO patents (1976-2016). The task is: Predict the product of the given reaction. (1) Given the reactants [Cl:1][C:2]1[CH:9]=[C:8]([O:10][CH2:11][CH2:12][CH2:13][N:14]2[CH2:19][CH2:18][CH2:17][CH2:16][CH2:15]2)[CH:7]=[CH:6]C=1C#N.[OH-:20].[Na+].[CH2:22]([OH:24])[CH3:23], predict the reaction product. The product is: [ClH:1].[Cl:1][C:2]1[CH:9]=[C:8]([O:10][CH2:11][CH2:12][CH2:13][N:14]2[CH2:19][CH2:18][CH2:17][CH2:16][CH2:15]2)[CH:7]=[CH:6][C:23]=1[C:22]([OH:20])=[O:24]. (2) Given the reactants [C:1]([O:5][C:6](=[O:26])[C:7]([S:10][C:11]1[S:12][CH:13]=[C:14]([CH2:16][CH2:17][NH:18][C:19]2[CH:24]=[CH:23][C:22](Br)=[CH:21][N:20]=2)[N:15]=1)([CH3:9])[CH3:8])([CH3:4])([CH3:3])[CH3:2].[Cl:27][C:28]1[CH:33]=[CH:32][C:31](OB(O)O)=[CH:30][CH:29]=1.[OH2:38], predict the reaction product. The product is: [C:1]([O:5][C:6](=[O:26])[C:7]([S:10][C:11]1[S:12][CH:13]=[C:14]([CH2:16][C:17]([NH:18][C:19]2[CH:24]=[CH:23][C:22]([C:31]3[CH:32]=[CH:33][C:28]([Cl:27])=[CH:29][CH:30]=3)=[CH:21][N:20]=2)=[O:38])[N:15]=1)([CH3:9])[CH3:8])([CH3:4])([CH3:3])[CH3:2]. (3) Given the reactants [CH2:1]([O:3][C:4]([C:6]1[C:7]([O:26][C:27](=[O:29])[CH3:28])=[C:8]2[CH:16]=[CH:15][N:14]([CH2:17][C:18]3[CH:23]=[CH:22][CH:21]=[C:20]([O:24][CH3:25])[CH:19]=3)[C:9]2=[C:10]([C:12]#[N:13])[N:11]=1)=[O:5])[CH3:2].C1C(=O)N([Cl:37])C(=O)C1, predict the reaction product. The product is: [CH2:1]([O:3][C:4]([C:6]1[C:7]([O:26][C:27](=[O:29])[CH3:28])=[C:8]2[C:16]([Cl:37])=[CH:15][N:14]([CH2:17][C:18]3[CH:23]=[CH:22][CH:21]=[C:20]([O:24][CH3:25])[CH:19]=3)[C:9]2=[C:10]([C:12]#[N:13])[N:11]=1)=[O:5])[CH3:2]. (4) Given the reactants [CH3:1][O:2][C:3]1[CH:12]=[CH:11][C:10]2[CH2:9][CH2:8][CH2:7][CH2:6][C:5]=2[N:4]=1.[Li][C:14]([CH3:17])([CH3:16])[CH3:15].[C:18](=[O:20])=O.[CH3:21]N(C=O)C.CN(C)C1C=CC(C[NH:33][C:34]2[CH:39]=[CH:38][C:37]([CH:40]([CH3:42])[CH3:41])=[CH:36][CH:35]=2)=CC=1.[CH3:46][N:47]1[CH2:52]CO[CH2:49][CH2:48]1.CCCP(O)(O)=O.C([O-])(O)=O.[Na+].CCOC(C)=O, predict the reaction product. The product is: [CH3:52][N:47]([CH3:46])[C:48]1[CH:21]=[CH:17][C:14]([CH2:16][N:33]([C:34]2[CH:35]=[CH:36][C:37]([CH:40]([CH3:41])[CH3:42])=[CH:38][CH:39]=2)[C:18]([CH:6]2[C:5]3[N:4]=[C:3]([O:2][CH3:1])[CH:12]=[CH:11][C:10]=3[CH2:9][CH2:8][CH2:7]2)=[O:20])=[CH:15][CH:49]=1.